Dataset: Reaction yield outcomes from USPTO patents with 853,638 reactions. Task: Predict the reaction yield, written as a fraction of the theoretical maximum amount of product (1.0 means a 100% yield; for example, 0.34 means a 34% yield). (1) The reactants are [F:1][C:2]1[CH:39]=[CH:38][C:5]([CH2:6][O:7][CH2:8][C:9]([NH:11][CH2:12][CH2:13][CH:14]2[CH2:19][CH2:18][N:17]([C:20]([NH:22][C@@H:23]([CH2:28][C:29]3[C:37]4[C:32](=[CH:33][CH:34]=[CH:35][CH:36]=4)[NH:31][CH:30]=3)[C:24](OC)=[O:25])=[O:21])[CH2:16][CH2:15]2)=[O:10])=[CH:4][CH:3]=1.[BH4-].[Li+]. The catalyst is C1COCC1. The product is [F:1][C:2]1[CH:39]=[CH:38][C:5]([CH2:6][O:7][CH2:8][C:9]([NH:11][CH2:12][CH2:13][CH:14]2[CH2:15][CH2:16][N:17]([C:20]([NH:22][C@@H:23]([CH2:28][C:29]3[C:37]4[C:32](=[CH:33][CH:34]=[CH:35][CH:36]=4)[NH:31][CH:30]=3)[CH2:24][OH:25])=[O:21])[CH2:18][CH2:19]2)=[O:10])=[CH:4][CH:3]=1. The yield is 0.480. (2) The reactants are C[Si]([N-][Si](C)(C)C)(C)C.[Na+].[CH3:11][C:12]1[CH:13]=[C:14]2[C:18](=[CH:19][CH:20]=1)[NH:17][C:16]([CH2:21][CH2:22][C:23]([N:25]1[C@@H:29]([C:30]3[CH:35]=[CH:34][CH:33]=[CH:32][CH:31]=3)[CH2:28][O:27][C:26]1=[O:36])=[O:24])=[CH:15]2.[CH2:37](I)[CH:38]=[CH2:39]. The catalyst is C1COCC1. The product is [CH3:11][C:12]1[CH:13]=[C:14]2[C:18](=[CH:19][CH:20]=1)[NH:17][C:16]([CH2:21][C@H:22]([CH2:39][CH:38]=[CH2:37])[C:23]([N:25]1[C@@H:29]([C:30]3[CH:35]=[CH:34][CH:33]=[CH:32][CH:31]=3)[CH2:28][O:27][C:26]1=[O:36])=[O:24])=[CH:15]2. The yield is 0.610. (3) The reactants are [F:1][C:2]1[CH:3]=[CH:4][C:5]([CH2:8][O:9][C:10]2[CH:15]=[CH:14][N:13]([C:16]3[N:21]=[C:20]4[N:22]([CH3:36])[C:23]5[CH2:28][CH2:27][N:26](C(OC(C)(C)C)=O)[CH2:25][C:24]=5[C:19]4=[CH:18][CH:17]=3)[C:12](=[O:37])[CH:11]=2)=[N:6][CH:7]=1.Cl. The catalyst is CO. The product is [F:1][C:2]1[CH:3]=[CH:4][C:5]([CH2:8][O:9][C:10]2[CH:15]=[CH:14][N:13]([C:16]3[N:21]=[C:20]4[N:22]([CH3:36])[C:23]5[CH2:28][CH2:27][NH:26][CH2:25][C:24]=5[C:19]4=[CH:18][CH:17]=3)[C:12](=[O:37])[CH:11]=2)=[N:6][CH:7]=1. The yield is 0.670. (4) The reactants are C1COCC1.Br[C:7]1[C:8]([Cl:28])=[C:9]([C:12]2[N:16]3[N:17]=[C:18]([CH3:26])[CH:19]=[C:20]([CH:21]([CH2:24][CH3:25])[CH2:22][CH3:23])[C:15]3=[N:14][C:13]=2[CH3:27])[S:10][CH:11]=1.Br[C:30]1[CH:35]=[CH:34][CH:33]=[C:32]([CH3:36])[N:31]=1.Cl.CCO. The catalyst is C(OCC)(=O)C.[Zn].C1C=CC(P(C2C=CC=CC=2)[C-]2C=CC=C2)=CC=1.C1C=CC(P(C2C=CC=CC=2)[C-]2C=CC=C2)=CC=1.Cl[Pd]Cl.[Fe+2]. The product is [ClH:28].[Cl:28][C:8]1[C:7]([C:30]2[CH:35]=[CH:34][CH:33]=[C:32]([CH3:36])[N:31]=2)=[CH:11][S:10][C:9]=1[C:12]1[N:16]2[N:17]=[C:18]([CH3:26])[CH:19]=[C:20]([CH:21]([CH2:24][CH3:25])[CH2:22][CH3:23])[C:15]2=[N:14][C:13]=1[CH3:27]. The yield is 0.110. (5) The reactants are [F:1][C:2]1[CH:7]=[CH:6][C:5]([C:8]2[C:12]([C:13]3[CH:18]=[CH:17][N:16]=[CH:15][CH:14]=3)=[CH:11][N:10]([C:19]3[CH:24]=[CH:23][C:22](=[O:25])[NH:21][N:20]=3)[N:9]=2)=[CH:4][CH:3]=1.[NH2:26]C1C=C(C2C(C3C=CC(F)=CC=3)=NN(C3C=CC(=O)NN=3)C=2)C=CN=1. No catalyst specified. The product is [NH2:26][C:23]1[C:22](=[O:25])[NH:21][N:20]=[C:19]([N:10]2[CH:11]=[C:12]([C:13]3[CH:14]=[CH:15][N:16]=[CH:17][CH:18]=3)[C:8]([C:5]3[CH:6]=[CH:7][C:2]([F:1])=[CH:3][CH:4]=3)=[N:9]2)[CH:24]=1. The yield is 0.400. (6) The reactants are Br[C:2]1[C:7]([F:8])=[CH:6][C:5]([C:9]2[CH:18]=[C:17]3[C:12]([CH:13]=[C:14]([NH:19][C:20]([CH:22]4[CH2:24][CH2:23]4)=[O:21])[N:15]=[CH:16]3)=[CH:11][CH:10]=2)=[C:4]([CH3:25])[CH:3]=1.F[B-](F)(F)F.F[B-](F)(F)F.C1(P(C2CCCCC2)CCCP(C2CCCCC2)C2CCCCC2)CCCCC1.[C:65](=[O:68])([O-])[O-:66].[K+].[K+].[CH3:71]O. The catalyst is CN(C=O)C.C(OCC)(=O)C.C([O-])(=O)C.[Pd+2].C([O-])(=O)C. The product is [CH:22]1([C:20]([NH:19][C:14]2[N:15]=[CH:16][C:17]3[C:12]([CH:13]=2)=[CH:11][CH:10]=[C:9]([C:5]2[C:4]([CH3:25])=[CH:3][C:2]([C:65]([O:66][CH3:71])=[O:68])=[C:7]([F:8])[CH:6]=2)[CH:18]=3)=[O:21])[CH2:24][CH2:23]1. The yield is 0.780.